Dataset: HIV replication inhibition screening data with 41,000+ compounds from the AIDS Antiviral Screen. Task: Binary Classification. Given a drug SMILES string, predict its activity (active/inactive) in a high-throughput screening assay against a specified biological target. (1) The drug is O=[As](O)(O)CC(O)CO. The result is 0 (inactive). (2) The drug is N=C(N)Nc1nnn[nH]1. The result is 0 (inactive). (3) The molecule is COC1=NC2=CC(=O)c3c(c(O)c(C)c4c3C(=O)C(C)(OC=CC(OC)C(C)C(OC(C)=O)C(C)C(O)C(C)C(O)C(C)C=CC=C1C)O4)C2=O. The result is 0 (inactive). (4) The drug is N#CC(=Cc1cc(Cl)cc(Cl)c1O)c1ccc([N+](=O)[O-])cc1. The result is 0 (inactive).